Dataset: Reaction yield outcomes from USPTO patents with 853,638 reactions. Task: Predict the reaction yield, written as a fraction of the theoretical maximum amount of product (1.0 means a 100% yield; for example, 0.34 means a 34% yield). (1) The reactants are [CH3:1][C:2]1[N:7]=[C:6]([C:8]([OH:10])=O)[CH:5]=[CH:4][CH:3]=1.[C:11]([C:14]1[C:19]([NH2:20])=[C:18]([CH3:21])[C:17]([O:22][CH3:23])=[CH:16][CH:15]=1)(=[O:13])[CH3:12].N1C=CC=CC=1.O=P(Cl)(Cl)Cl.[OH-].[Na+]. The catalyst is C(Cl)Cl.O. The product is [C:11]([C:14]1[C:19]([NH:20][C:8]([C:6]2[CH:5]=[CH:4][CH:3]=[C:2]([CH3:1])[N:7]=2)=[O:10])=[C:18]([CH3:21])[C:17]([O:22][CH3:23])=[CH:16][CH:15]=1)(=[O:13])[CH3:12]. The yield is 0.860. (2) The reactants are [OH:1][C:2]1[C:6]2[CH2:7][N:8]([C:11](=[O:20])[CH2:12][O:13][C:14]3[CH:19]=[CH:18][CH:17]=[CH:16][CH:15]=3)[CH2:9][CH2:10][C:5]=2[NH:4][N:3]=1.[F:21][C:22]([F:41])([F:40])[S:23](N(C1C=CC=CC=1)[S:23]([C:22]([F:41])([F:40])[F:21])(=[O:25])=[O:24])(=[O:25])=[O:24]. No catalyst specified. The product is [F:21][C:22]([F:41])([F:40])[S:23]([O:1][C:2]1[C:6]2[CH2:7][N:8]([C:11](=[O:20])[CH2:12][O:13][C:14]3[CH:19]=[CH:18][CH:17]=[CH:16][CH:15]=3)[CH2:9][CH2:10][C:5]=2[NH:4][N:3]=1)(=[O:25])=[O:24]. The yield is 0.921. (3) The reactants are [C:1]([OH:5])(C)([CH3:3])[CH3:2].[CH2:6]([C:8]1[CH:9]=[CH:10]C(C=C)=[N:12][CH:13]=1)[CH3:7].BrN1C(=O)CCC1=O.[OH-].[Na+]. The catalyst is O. The product is [CH2:9]([C:8]1[CH:6]=[CH:7][C:2]([CH:1]2[CH2:3][O:5]2)=[N:12][CH:13]=1)[CH3:10]. The yield is 0.920. (4) The reactants are I[C:2]1[CH:12]=[CH:11][C:5]([C:6]([O:8][CH2:9][CH3:10])=[O:7])=[CH:4][CH:3]=1.C([Mg]Cl)(C)C.[CH3:18][C:19]1([CH3:26])[CH2:22][CH:21]([C:23](Cl)=[O:24])[CH2:20]1. The catalyst is O1CCCC1.Cl.[Cu](I)I. The product is [CH3:18][C:19]1([CH3:26])[CH2:22][CH:21]([C:23]([C:2]2[CH:12]=[CH:11][C:5]([C:6]([O:8][CH2:9][CH3:10])=[O:7])=[CH:4][CH:3]=2)=[O:24])[CH2:20]1. The yield is 0.740. (5) The reactants are C([Si](C)(C)[O:6][CH:7]([CH3:29])[CH2:8][CH:9]=[C:10]1[S:14][CH:13]([O:15][C:16]2[CH:21]=[CH:20][C:19]([O:22][C:23]3[CH:28]=[CH:27][CH:26]=[CH:25][CH:24]=3)=[CH:18][CH:17]=2)[N:12]=[CH:11]1)(C)(C)C.[F-]. The catalyst is O1CCCC1. The product is [O:22]([C:19]1[CH:20]=[CH:21][C:16]([O:15][C:13]2[S:14][C:10]([C:9]#[C:8][CH:7]([OH:6])[CH3:29])=[CH:11][N:12]=2)=[CH:17][CH:18]=1)[C:23]1[CH:24]=[CH:25][CH:26]=[CH:27][CH:28]=1. The yield is 1.00. (6) The reactants are [F:1][CH2:2][C:3]1([CH2:11][F:12])[O:8][CH2:7][CH:6]([CH2:9][OH:10])[CH2:5][O:4]1.[H-].[Na+].Cl[C:16]1[CH:21]=[CH:20][N+:19]([O-:22])=[C:18]([CH3:23])[C:17]=1[CH3:24]. The catalyst is CS(C)=O. The product is [F:1][CH2:2][C:3]1([CH2:11][F:12])[O:4][CH2:5][CH:6]([CH2:9][O:10][C:16]2[CH:21]=[CH:20][N+:19]([O-:22])=[C:18]([CH3:23])[C:17]=2[CH3:24])[CH2:7][O:8]1. The yield is 0.606.